Dataset: Peptide-MHC class I binding affinity with 185,985 pairs from IEDB/IMGT. Task: Regression. Given a peptide amino acid sequence and an MHC pseudo amino acid sequence, predict their binding affinity value. This is MHC class I binding data. The peptide sequence is SVANIDRIK. The MHC is HLA-B18:01 with pseudo-sequence HLA-B18:01. The binding affinity (normalized) is 0.0847.